From a dataset of Peptide-MHC class I binding affinity with 185,985 pairs from IEDB/IMGT. Regression. Given a peptide amino acid sequence and an MHC pseudo amino acid sequence, predict their binding affinity value. This is MHC class I binding data. (1) The peptide sequence is MEFNSLLAI. The MHC is HLA-B27:03 with pseudo-sequence HLA-B27:03. The binding affinity (normalized) is 0.0847. (2) The peptide sequence is RKCCRAKFKQLLQH. The MHC is HLA-B53:01 with pseudo-sequence HLA-B53:01. The binding affinity (normalized) is 0. (3) The peptide sequence is YALTEYHAM. The MHC is HLA-C03:03 with pseudo-sequence HLA-C03:03. The binding affinity (normalized) is 1.00. (4) The peptide sequence is LLQLNETIY. The MHC is HLA-A02:01 with pseudo-sequence HLA-A02:01. The binding affinity (normalized) is 0. (5) The peptide sequence is TLLVDLLWL. The MHC is HLA-A23:01 with pseudo-sequence HLA-A23:01. The binding affinity (normalized) is 0.198. (6) The peptide sequence is LRGKWQRRYR. The MHC is HLA-B53:01 with pseudo-sequence HLA-B53:01. The binding affinity (normalized) is 0.0646. (7) The peptide sequence is VQQQQQLL. The MHC is Mamu-B08 with pseudo-sequence Mamu-B08. The binding affinity (normalized) is 0.228. (8) The peptide sequence is SEAAYAKKI. The MHC is H-2-Kk with pseudo-sequence H-2-Kk. The binding affinity (normalized) is 0.971.